From a dataset of Catalyst prediction with 721,799 reactions and 888 catalyst types from USPTO. Predict which catalyst facilitates the given reaction. (1) Reactant: [C:1]([O:5][C:6]([NH:8][C@H:9]([CH2:22][O:23][C:24]1[CH:29]=[C:28]([C:30]#[N:31])[CH:27]=[CH:26][C:25]=1I)[CH2:10][CH2:11][C:12]([O:14][CH2:15][C:16]1[CH:21]=[CH:20][CH:19]=[CH:18][CH:17]=1)=[O:13])=[O:7])([CH3:4])([CH3:3])[CH3:2].[C:33]([O:37][CH2:38][CH3:39])(=[O:36])[CH:34]=[CH2:35].C(N(CC)CC)C.C(OCC)(=O)C. Product: [C:1]([O:5][C:6]([NH:8][C@@H:9]([CH2:10][CH2:11][C:12]([O:14][CH2:15][C:16]1[CH:21]=[CH:20][CH:19]=[CH:18][CH:17]=1)=[O:13])[CH2:22][O:23][C:24]1[CH:29]=[C:28]([C:30]#[N:31])[CH:27]=[CH:26][C:25]=1[CH:35]=[CH:34][C:33]([O:37][CH2:38][CH3:39])=[O:36])=[O:7])([CH3:4])([CH3:3])[CH3:2]. The catalyst class is: 613. (2) Reactant: [C:1]1([S:7](Cl)(=[O:9])=[O:8])[CH:6]=[CH:5][CH:4]=[CH:3][CH:2]=1.[NH2:11][C:12]1[CH:13]=[C:14]([N:21]([CH3:34])[CH2:22][CH2:23][CH2:24][N:25]([CH3:33])[C:26](=[O:32])[O:27][C:28]([CH3:31])([CH3:30])[CH3:29])[C:15]2[O:19][CH:18]=[CH:17][C:16]=2[CH:20]=1.N1C=CC=CC=1. Product: [CH3:33][N:25]([CH2:24][CH2:23][CH2:22][N:21]([CH3:34])[C:14]1[C:15]2[O:19][CH:18]=[CH:17][C:16]=2[CH:20]=[C:12]([NH:11][S:7]([C:1]2[CH:6]=[CH:5][CH:4]=[CH:3][CH:2]=2)(=[O:9])=[O:8])[CH:13]=1)[C:26](=[O:32])[O:27][C:28]([CH3:30])([CH3:31])[CH3:29]. The catalyst class is: 2. (3) Reactant: C(O)(=O)C.C(OC([N:12]1[CH2:16][CH2:15][C:14](=O)[CH2:13]1)=O)(C)(C)C.[Cl:18][C:19]1[CH:20]=[C:21]([NH:26][C:27]2[CH:32]=[CH:31][CH:30]=[CH:29][CH:28]=2)[CH:22]=[CH:23][C:24]=1[Cl:25].C(O[BH-](OC(=O)C)OC(=O)C)(=O)C.[Na+]. Product: [ClH:18].[ClH:18].[Cl:18][C:19]1[CH:20]=[C:21]([N:26]([C:27]2[CH:32]=[CH:31][CH:30]=[CH:29][CH:28]=2)[CH:14]2[CH2:15][CH2:16][NH:12][CH2:13]2)[CH:22]=[CH:23][C:24]=1[Cl:25]. The catalyst class is: 4. (4) Reactant: O[CH2:2][C:3]1[O:4][C:5]2[CH:11]=[CH:10][CH:9]=[CH:8][C:6]=2[CH:7]=1.P(Br)(Br)[Br:13]. Product: [Br:13][CH2:2][C:3]1[O:4][C:5]2[CH:11]=[CH:10][CH:9]=[CH:8][C:6]=2[CH:7]=1. The catalyst class is: 316. (5) Reactant: [F:1][C:2]1[C:7](I)=[CH:6][N:5]=[C:4]([N:9]2[CH2:14][CH2:13][N:12]([C:15]([O:17][C:18]([CH3:21])([CH3:20])[CH3:19])=[O:16])[CH2:11][CH2:10]2)[CH:3]=1.[Cl-].[Li+].C([Mg]Cl)(C)C.[C:29](=[O:31])=[O:30]. Product: [C:18]([O:17][C:15]([N:12]1[CH2:13][CH2:14][N:9]([C:4]2[CH:3]=[C:2]([F:1])[C:7]([C:29]([OH:31])=[O:30])=[CH:6][N:5]=2)[CH2:10][CH2:11]1)=[O:16])([CH3:21])([CH3:20])[CH3:19]. The catalyst class is: 7. (6) Reactant: [Br:1][C:2]1[CH:7]=[CH:6][C:5]([C@@H:8]2[CH2:14][O:13][CH2:12][C:11](=O)[N:10]([C@@H:16]([C:18]3[CH:23]=[CH:22][CH:21]=[CH:20][CH:19]=3)[CH3:17])[CH2:9]2)=[CH:4][CH:3]=1.CO.[OH-].[Na+]. Product: [Br:1][C:2]1[CH:3]=[CH:4][C:5]([C@@H:8]2[CH2:14][O:13][CH2:12][CH2:11][N:10]([C@@H:16]([C:18]3[CH:19]=[CH:20][CH:21]=[CH:22][CH:23]=3)[CH3:17])[CH2:9]2)=[CH:6][CH:7]=1. The catalyst class is: 7. (7) Reactant: [CH3:1][C@H:2]1N(C(C2C=CC=CC=2N2N=CC=N2)=O)[CH2:6][C@H:5](OC2C=C(C(O)C)C=CC=2)[CH2:4][CH2:3]1.CN(C)[C:46]1[CH:51]=[CH:50][C:49](P([C:46]2[CH:51]=[CH:50][CH:49]=[CH:48][CH:47]=2)[C:46]2[CH:51]=[CH:50][CH:49]=[CH:48][CH:47]=2)=[CH:48][CH:47]=1.[N+:53]([C:56]1[CH:64]=[CH:63][C:59]([C:60]([OH:62])=[O:61])=[CH:58][CH:57]=1)([O-:55])=[O:54].C[CH2:75][O:74][C:72](/[N:71]=[N:71]/[C:72]([O:74][CH2:75]C)=[O:73])=[O:73]. Product: [CH3:6][C@@H:5]1[CH2:4][CH2:3][C@@H:2]([O:61][C:60]([C:59]2[CH:58]=[CH:57][C:56]([N+:53]([O-:55])=[O:54])=[CH:64][CH:63]=2)=[O:62])[CH2:1][N:71]1[C:72]([O:74][CH2:75][C:46]1[CH:47]=[CH:48][CH:49]=[CH:50][CH:51]=1)=[O:73]. The catalyst class is: 1.